This data is from Full USPTO retrosynthesis dataset with 1.9M reactions from patents (1976-2016). The task is: Predict the reactants needed to synthesize the given product. (1) Given the product [C:23]([C:25]1[CH:26]=[C:27]([N:31]2[C:10]3[C:9](=[O:21])[N:8]([C:5]4[CH:6]=[CH:7][C:2]([I:1])=[CH:3][CH:4]=4)[CH2:13][CH2:12][C:11]=3[C:14]([C:15]([F:18])([F:17])[F:16])=[N:32]2)[CH:28]=[CH:29][CH:30]=1)#[N:24], predict the reactants needed to synthesize it. The reactants are: [I:1][C:2]1[CH:7]=[CH:6][C:5]([N:8]2[CH2:13][CH2:12][CH:11]([C:14](=O)[C:15]([F:18])([F:17])[F:16])[C:10](=O)[C:9]2=[O:21])=[CH:4][CH:3]=1.[Cl-].[C:23]([C:25]1[CH:26]=[C:27]([NH:31][NH2:32])[CH:28]=[CH:29][CH:30]=1)#[N:24]. (2) The reactants are: [CH2:1]([NH:5][C:6]1[CH:15]=[CH:14][C:13]2[C:12]([CH3:17])([CH3:16])[CH2:11][CH2:10][C:9]([CH3:19])([CH3:18])[C:8]=2[CH:7]=1)[CH2:2][CH2:3][CH3:4].[Cl:20][C:21](Cl)([O:23]C(=O)OC(Cl)(Cl)Cl)Cl. Given the product [CH2:1]([N:5]([C:6]1[CH:15]=[CH:14][C:13]2[C:12]([CH3:17])([CH3:16])[CH2:11][CH2:10][C:9]([CH3:18])([CH3:19])[C:8]=2[CH:7]=1)[C:21]([Cl:20])=[O:23])[CH2:2][CH2:3][CH3:4], predict the reactants needed to synthesize it. (3) Given the product [CH3:17][O:18][C:19]1[CH:24]=[CH:23][CH:22]=[CH:21][C:20]=1[C:2]1[C:11]([C:12]([O:14][CH2:15][CH3:16])=[O:13])=[CH:10][C:9]2[C:4](=[CH:5][CH:6]=[CH:7][CH:8]=2)[N:3]=1, predict the reactants needed to synthesize it. The reactants are: Cl[C:2]1[C:11]([C:12]([O:14][CH2:15][CH3:16])=[O:13])=[CH:10][C:9]2[C:4](=[CH:5][CH:6]=[CH:7][CH:8]=2)[N:3]=1.[CH3:17][O:18][C:19]1[CH:24]=[CH:23][CH:22]=[CH:21][C:20]=1B(O)O.C([O-])([O-])=O.[K+].[K+]. (4) Given the product [CH3:12][O:1][C:2]([CH3:8])([CH3:7])[C:3]([O:5][CH3:6])=[O:4], predict the reactants needed to synthesize it. The reactants are: [OH:1][C:2]([CH3:8])([CH3:7])[C:3]([O:5][CH3:6])=[O:4].[H-].[Na+].I[CH3:12]. (5) Given the product [CH2:1]([O:3][C:4]([C:6]1[CH:7]=[N:8][N:9]([C:12]2[CH:17]=[CH:16][C:15]([CH:19]3[CH2:21][CH2:20]3)=[CH:14][N:13]=2)[C:10]=1[CH3:11])=[O:5])[CH3:2], predict the reactants needed to synthesize it. The reactants are: [CH2:1]([O:3][C:4]([C:6]1[CH:7]=[N:8][N:9]([C:12]2[CH:17]=[CH:16][C:15](Br)=[CH:14][N:13]=2)[C:10]=1[CH3:11])=[O:5])[CH3:2].[CH:19]1(B(O)O)[CH2:21][CH2:20]1.P([O-])([O-])([O-])=O.[K+].[K+].[K+].C(Cl)(Cl)Cl. (6) Given the product [NH2:1][C:2]1[N:7]=[C:6]([CH3:8])[C:5]([Br:10])=[C:4]([CH3:9])[N:3]=1, predict the reactants needed to synthesize it. The reactants are: [NH2:1][C:2]1[N:7]=[C:6]([CH3:8])[CH:5]=[C:4]([CH3:9])[N:3]=1.[Br:10]N1C(=O)CCC1=O. (7) Given the product [CH2:58]([O:60][C:61](=[O:66])[C:62]([O:57][C:52]1[CH:53]=[CH:54][CH:55]=[CH:56][C:51]=1[O:50][CH2:49][CH:44]1[CH2:45][CH2:46][CH2:47][CH2:48]1)([CH3:64])[CH3:63])[CH3:59], predict the reactants needed to synthesize it. The reactants are: C1NC2N([C@@H]3O[C@H](CO)[C@@H](O)[C@H]3O)C=NC=2C(=O)N=1.C1(P(C2C=CC=CC=2)C2C=CC=CC=2)C=CC=CC=1.C1COCC1.[CH:44]1([CH2:49][O:50][C:51]2[CH:56]=[CH:55][CH:54]=[CH:53][C:52]=2[OH:57])[CH2:48][CH2:47][CH2:46][CH2:45]1.[CH2:58]([O:60][C:61](=[O:66])[C:62](Br)([CH3:64])[CH3:63])[CH3:59].CS(C)=O.